From a dataset of Reaction yield outcomes from USPTO patents with 853,638 reactions. Predict the reaction yield, written as a fraction of the theoretical maximum amount of product (1.0 means a 100% yield; for example, 0.34 means a 34% yield). The reactants are [C:1]1([C:7]2[N:12]=[C:11]([C:13]([OH:15])=[O:14])[CH:10]=[CH:9][CH:8]=2)[CH:6]=[CH:5][CH:4]=[CH:3][CH:2]=1.[OH:16]P([O-])([O-])=O.[K+].[K+].C1C=C(Cl)C=C(C(OO)=O)C=1. The catalyst is ClC(Cl)C. The product is [C:1]1([C:7]2[CH:8]=[CH:9][CH:10]=[C:11]([C:13]([OH:15])=[O:14])[N+:12]=2[O-:16])[CH:2]=[CH:3][CH:4]=[CH:5][CH:6]=1. The yield is 0.680.